From a dataset of Full USPTO retrosynthesis dataset with 1.9M reactions from patents (1976-2016). Predict the reactants needed to synthesize the given product. (1) Given the product [Cl:1][C:2]1[CH:9]=[CH:8][C:5]([CH2:6][CH2:11][C:10](=[O:12])[CH3:13])=[CH:4][CH:3]=1, predict the reactants needed to synthesize it. The reactants are: [Cl:1][C:2]1[CH:9]=[CH:8][C:5]([CH2:6]Cl)=[CH:4][CH:3]=1.[C:10]([CH2:13]C(=O)C)(=[O:12])[CH3:11].C([O-])([O-])=O.[K+].[K+]. (2) Given the product [CH2:1]([N:5]1[C:10](=[O:11])[C:9]2[CH:12]=[C:13]([CH2:15][CH3:16])[S:14][C:8]=2[N:7]([CH2:19][C:20]2[CH:25]=[CH:24][C:23]([C:26]3[CH:31]=[CH:30][CH:29]=[CH:28][C:27]=3[C:32]3[NH:36][C:35](=[O:44])[O:34][N:33]=3)=[CH:22][CH:21]=2)[C:6]1=[O:17])[CH2:2][CH2:3][CH3:4], predict the reactants needed to synthesize it. The reactants are: [CH2:1]([N:5]1[C:10](=[O:11])[C:9]2[CH:12]=[C:13]([CH2:15][CH3:16])[S:14][C:8]=2[NH:7][C:6]1=[O:17])[CH2:2][CH2:3][CH3:4].Br[CH2:19][C:20]1[CH:25]=[CH:24][C:23]([C:26]2[CH:31]=[CH:30][CH:29]=[CH:28][C:27]=2[C:32]2[N:36]=[C:35](C(Cl)(Cl)Cl)[O:34][N:33]=2)=[CH:22][CH:21]=1.CN(C)C=[O:44].[H-].[Na+]. (3) Given the product [Cl:1][C:2]1[CH:3]=[CH:4][C:5]2[N:11]([CH2:12][C:13]([CH3:17])([CH3:16])[CH2:14][OH:15])[C:10](=[O:18])[C@@H:9]([CH2:19][C:20]([C:22]3[CH:27]=[CH:26][C:25]([CH2:28][CH2:29][C:30]([O:32][CH2:33][CH3:34])=[O:31])=[CH:24][CH:23]=3)=[O:21])[O:8][C@H:7]([C:35]3[CH:40]=[CH:39][CH:38]=[C:37]([O:41][CH3:42])[C:36]=3[O:43][CH3:44])[C:6]=2[CH:45]=1, predict the reactants needed to synthesize it. The reactants are: [Cl:1][C:2]1[CH:3]=[CH:4][C:5]2[N:11]([CH2:12][C:13]([CH3:17])([CH3:16])[CH2:14][OH:15])[C:10](=[O:18])[C@@H:9]([CH2:19][C:20]([C:22]3[CH:27]=[CH:26][C:25](/[CH:28]=[CH:29]/[C:30]([O:32][CH2:33][CH3:34])=[O:31])=[CH:24][CH:23]=3)=[O:21])[O:8][C@H:7]([C:35]3[CH:40]=[CH:39][CH:38]=[C:37]([O:41][CH3:42])[C:36]=3[O:43][CH3:44])[C:6]=2[CH:45]=1. (4) Given the product [C:33]([NH:32][CH2:31][CH2:30][NH:29][P:1](=[O:12])([O:21][C:15]1[CH:20]=[CH:19][CH:18]=[CH:17][CH:16]=1)[O:2][C:3]1[CH:8]=[CH:7][C:6]([N+:9]([O-:11])=[O:10])=[CH:5][CH:4]=1)(=[O:55])[CH2:34][CH2:35]/[CH:36]=[CH:37]\[CH2:38]/[CH:39]=[CH:40]\[CH2:41]/[CH:42]=[CH:43]\[CH2:44]/[CH:45]=[CH:46]\[CH2:47]/[CH:48]=[CH:49]\[CH2:50]/[CH:51]=[CH:52]\[CH2:53][CH3:54], predict the reactants needed to synthesize it. The reactants are: [P:1](Cl)(Cl)(=[O:12])[O:2][C:3]1[CH:8]=[CH:7][C:6]([N+:9]([O-:11])=[O:10])=[CH:5][CH:4]=1.[C:15]1([OH:21])[CH:20]=[CH:19][CH:18]=[CH:17][CH:16]=1.C(N(CC)CC)C.[NH2:29][CH2:30][CH2:31][NH:32][C:33](=[O:55])[CH2:34][CH2:35]/[CH:36]=[CH:37]\[CH2:38]/[CH:39]=[CH:40]\[CH2:41]/[CH:42]=[CH:43]\[CH2:44]/[CH:45]=[CH:46]\[CH2:47]/[CH:48]=[CH:49]\[CH2:50]/[CH:51]=[CH:52]\[CH2:53][CH3:54]. (5) Given the product [CH2:25]([C:27]1[O:31][C:30]([NH:32][C:13]([CH:14]2[C:15]3[C:16](=[CH:20][CH:21]=[CH:22][CH:23]=3)[C:17](=[O:19])[N:12]([CH2:11][CH2:10][O:9][CH3:8])[CH:6]2[C:2]2[S:1][CH:5]=[CH:4][CH:3]=2)=[O:24])=[N:29][N:28]=1)[CH3:26], predict the reactants needed to synthesize it. The reactants are: [S:1]1[CH:5]=[CH:4][CH:3]=[C:2]1[CH:6]=O.[CH3:8][O:9][CH2:10][CH2:11][NH2:12].[C:13]1(=[O:24])[O:19][C:17](=O)[C:16]2=[CH:20][CH:21]=[CH:22][CH:23]=[C:15]2[CH2:14]1.[CH2:25]([C:27]1[O:31][C:30]([NH2:32])=[N:29][N:28]=1)[CH3:26]. (6) Given the product [CH3:1][C:2]1[N:3]([CH2:25][C:26]([O:28][CH2:29][CH3:30])=[O:27])[C:4]2[CH2:5][C:6]([CH3:23])([CH3:22])[CH2:7][C:8](=[O:21])[C:9]=2[C:10]=1[CH2:11][C:12]1[CH:17]=[CH:16][CH:15]=[CH:14][C:13]=1[N+:18]([O-:20])=[O:19], predict the reactants needed to synthesize it. The reactants are: [CH3:1][C:2]1[NH:3][C:4]2[CH2:5][C:6]([CH3:23])([CH3:22])[CH2:7][C:8](=[O:21])[C:9]=2[C:10]=1[CH2:11][C:12]1[CH:17]=[CH:16][CH:15]=[CH:14][C:13]=1[N+:18]([O-:20])=[O:19].Br[CH2:25][C:26]([O:28][CH2:29][CH3:30])=[O:27].[I-].[K+].C(=O)([O-])[O-].[K+].[K+].[Cl-].[NH4+]. (7) Given the product [CH3:27][CH:30]1[C:31](=[O:32])[N:1]([C:14](=[O:15])[NH2:13])[CH:2]([C:5]([NH2:19])=[O:7])[CH2:3][S:4]1, predict the reactants needed to synthesize it. The reactants are: [NH2:1][C@H:2]([C:5]([OH:7])=O)[CH2:3][SH:4].SC1[C:14](=[O:15])[NH:13]C(=O)C1.C([N:19](C(C)C)CC)(C)C.CO[C:27]([CH3:30])(C)C.[CH3:31][OH:32]. (8) The reactants are: C(=O)([O-])[O-].[Cs+].[Cs+].[Cl:7][C:8]1[CH:13]=[CH:12][CH:11]=[CH:10][C:9]=1[N:14]1[C:19](=[O:20])[CH2:18][N:17]([CH2:21][C@H:22]([NH:30]S(C2C=CC=CC=2[N+]([O-])=O)(=O)=O)[C@@H:23]2[CH2:27][C@@H:26]([CH3:28])[C:25](=[O:29])[O:24]2)[C:16]([CH3:44])([CH3:43])[CH2:15]1.C1(S)C=CC=CC=1.C(=O)(O)[O-].[Na+].[C:57](OC(OC(C)(C)C)=O)([O:59][C:60]([CH3:63])([CH3:62])[CH3:61])=[O:58].N[C@H]([C@@H]1C[C@@H](C)C(=O)O1)CN1C(C)(C)CN(C2C=CC=CC=2Cl)C(=O)C1. Given the product [C:60]([O:59][C:57](=[O:58])[NH:30][C@H:22]([C@@H:23]1[CH2:27][C@@H:26]([CH3:28])[C:25](=[O:29])[O:24]1)[CH2:21][N:17]1[CH2:18][C:19](=[O:20])[N:14]([C:9]2[CH:10]=[CH:11][CH:12]=[CH:13][C:8]=2[Cl:7])[CH2:15][C:16]1([CH3:43])[CH3:44])([CH3:63])([CH3:62])[CH3:61], predict the reactants needed to synthesize it. (9) Given the product [C:3]([O:7][C:8](=[O:20])[N:9]([CH2:22][CH3:23])[CH:10]([C:12]1[CH:13]=[N:14][C:15]([F:19])=[CH:16][C:17]=1[I:18])[CH3:11])([CH3:4])([CH3:5])[CH3:6], predict the reactants needed to synthesize it. The reactants are: [H-].[Na+].[C:3]([O:7][C:8](=[O:20])[NH:9][CH:10]([C:12]1[CH:13]=[N:14][C:15]([F:19])=[CH:16][C:17]=1[I:18])[CH3:11])([CH3:6])([CH3:5])[CH3:4].I[CH2:22][CH3:23]. (10) Given the product [Br:1][C:2]1[CH:7]=[C:6]([N+:10]([O-:12])=[O:11])[C:5]([F:8])=[CH:4][C:3]=1[CH3:9], predict the reactants needed to synthesize it. The reactants are: [Br:1][C:2]1[CH:7]=[CH:6][C:5]([F:8])=[CH:4][C:3]=1[CH3:9].[N+:10]([O-])([OH:12])=[O:11].